This data is from NCI-60 drug combinations with 297,098 pairs across 59 cell lines. The task is: Regression. Given two drug SMILES strings and cell line genomic features, predict the synergy score measuring deviation from expected non-interaction effect. (1) Synergy scores: CSS=24.3, Synergy_ZIP=7.03, Synergy_Bliss=11.5, Synergy_Loewe=10.6, Synergy_HSA=10.8. Drug 1: CC(CN1CC(=O)NC(=O)C1)N2CC(=O)NC(=O)C2. Drug 2: CC1C(C(=O)NC(C(=O)N2CCCC2C(=O)N(CC(=O)N(C(C(=O)O1)C(C)C)C)C)C(C)C)NC(=O)C3=C4C(=C(C=C3)C)OC5=C(C(=O)C(=C(C5=N4)C(=O)NC6C(OC(=O)C(N(C(=O)CN(C(=O)C7CCCN7C(=O)C(NC6=O)C(C)C)C)C)C(C)C)C)N)C. Cell line: SF-268. (2) Cell line: NCI-H460. Synergy scores: CSS=56.0, Synergy_ZIP=-0.0962, Synergy_Bliss=-0.270, Synergy_Loewe=4.72, Synergy_HSA=6.15. Drug 2: CC1C(C(CC(O1)OC2CC(CC3=C2C(=C4C(=C3O)C(=O)C5=CC=CC=C5C4=O)O)(C(=O)C)O)N)O. Drug 1: CC1=C2C(C(=O)C3(C(CC4C(C3C(C(C2(C)C)(CC1OC(=O)C(C(C5=CC=CC=C5)NC(=O)OC(C)(C)C)O)O)OC(=O)C6=CC=CC=C6)(CO4)OC(=O)C)O)C)O. (3) Drug 1: CCC1(C2=C(COC1=O)C(=O)N3CC4=CC5=C(C=CC(=C5CN(C)C)O)N=C4C3=C2)O.Cl. Drug 2: CC1C(C(CC(O1)OC2CC(CC3=C2C(=C4C(=C3O)C(=O)C5=C(C4=O)C(=CC=C5)OC)O)(C(=O)CO)O)N)O.Cl. Cell line: NCIH23. Synergy scores: CSS=53.0, Synergy_ZIP=-6.90, Synergy_Bliss=-5.36, Synergy_Loewe=-3.52, Synergy_HSA=-1.22. (4) Drug 2: CC(C)NC(=O)C1=CC=C(C=C1)CNNC.Cl. Drug 1: C1C(C(OC1N2C=NC3=C(N=C(N=C32)Cl)N)CO)O. Synergy scores: CSS=31.7, Synergy_ZIP=-1.49, Synergy_Bliss=-6.72, Synergy_Loewe=-49.5, Synergy_HSA=-7.35. Cell line: RPMI-8226. (5) Drug 1: CCC1(CC2CC(C3=C(CCN(C2)C1)C4=CC=CC=C4N3)(C5=C(C=C6C(=C5)C78CCN9C7C(C=CC9)(C(C(C8N6C=O)(C(=O)OC)O)OC(=O)C)CC)OC)C(=O)OC)O.OS(=O)(=O)O. Drug 2: C1CNP(=O)(OC1)N(CCCl)CCCl. Cell line: RPMI-8226. Synergy scores: CSS=6.14, Synergy_ZIP=-2.60, Synergy_Bliss=-0.268, Synergy_Loewe=0.358, Synergy_HSA=0.544. (6) Drug 1: CC1C(C(CC(O1)OC2CC(CC3=C2C(=C4C(=C3O)C(=O)C5=C(C4=O)C(=CC=C5)OC)O)(C(=O)C)O)N)O.Cl. Drug 2: CN(C(=O)NC(C=O)C(C(C(CO)O)O)O)N=O. Cell line: IGROV1. Synergy scores: CSS=33.8, Synergy_ZIP=-1.24, Synergy_Bliss=3.83, Synergy_Loewe=-81.2, Synergy_HSA=5.02.